This data is from Forward reaction prediction with 1.9M reactions from USPTO patents (1976-2016). The task is: Predict the product of the given reaction. (1) Given the reactants [Br:1][C:2]1[CH:7]=[CH:6][C:5]([C@@H:8]([CH3:37])[CH2:9][O:10][C:11]([NH:13][C:14]2[CH:15]=[C:16]([F:36])[C:17]([O:30][CH2:31][CH2:32][CH2:33][O:34][CH3:35])=[C:18]([CH:29]=2)[CH2:19][N:20]([CH3:28])[C:21](=[O:27])[O:22]C(C)(C)C)=[O:12])=[C:4]([CH3:38])[CH:3]=1.Cl.C(N(CC)C(C)C)(C)C.[CH2:49](OC(ON1C(=O)CCC1=O)=O)[C:50]1[CH:55]=[CH:54][CH:53]=[CH:52][CH:51]=1, predict the reaction product. The product is: [Br:1][C:2]1[CH:7]=[CH:6][C:5]([C@@H:8]([CH3:37])[CH2:9][O:10][C:11]([NH:13][C:14]2[CH:15]=[C:16]([F:36])[C:17]([O:30][CH2:31][CH2:32][CH2:33][O:34][CH3:35])=[C:18]([CH:29]=2)[CH2:19][N:20]([CH3:28])[C:21](=[O:27])[O:22][CH2:49][C:50]2[CH:55]=[CH:54][CH:53]=[CH:52][CH:51]=2)=[O:12])=[C:4]([CH3:38])[CH:3]=1. (2) The product is: [CH:1]1([CH2:6][C@H:7]([CH2:23][OH:24])[C:8]([N:10]2[C@@H:14]([CH2:15][C:16]3[CH:17]=[CH:18][CH:19]=[CH:20][CH:21]=3)[CH2:13][O:12][C:11]2=[O:22])=[O:9])[CH2:2][CH2:3][CH2:4][CH2:5]1. Given the reactants [CH:1]1([CH2:6][C@H:7]([CH2:23][O:24]CC2C=CC=CC=2)[C:8]([N:10]2[C@@H:14]([CH2:15][C:16]3[CH:21]=[CH:20][CH:19]=[CH:18][CH:17]=3)[CH2:13][O:12][C:11]2=[O:22])=[O:9])[CH2:5][CH2:4][CH2:3][CH2:2]1.[H][H], predict the reaction product. (3) Given the reactants N#N.Cl[CH2:4][C:5]1[CH:6]=[C:7]([C:10]2([CH3:15])[O:14][CH2:13][CH2:12][O:11]2)[S:8][CH:9]=1.[N+:16]([C:19]1[CH:23]=[N:22][NH:21][N:20]=1)([O-:18])=[O:17].CCN(C(C)C)C(C)C, predict the reaction product. The product is: [CH3:15][C:10]1([C:7]2[S:8][CH:9]=[C:5]([CH2:4][N:21]3[N:20]=[C:19]([N+:16]([O-:18])=[O:17])[CH:23]=[N:22]3)[CH:6]=2)[O:14][CH2:13][CH2:12][O:11]1. (4) Given the reactants [OH:1][C@@H:2]([C:5]1[CH:10]=[C:9]([C:11]2[CH:16]=[CH:15][C:14]([O:17][C:18]3[CH:23]=[CH:22][C:21]([F:24])=[CH:20][CH:19]=3)=[CH:13][CH:12]=2)[N:8]=[C:7]([C:25](O)=[O:26])[CH:6]=1)[CH2:3][OH:4].[NH2:28][C@@H:29]([CH2:33][C:34]([NH2:36])=[O:35])[C:30]([NH2:32])=[O:31].CCN(C(C)C)C(C)C.CN(C(ON1N=NC2C=CC=CC1=2)=[N+](C)C)C.F[P-](F)(F)(F)(F)F, predict the reaction product. The product is: [OH:1][C@@H:2]([C:5]1[CH:10]=[C:9]([C:11]2[CH:12]=[CH:13][C:14]([O:17][C:18]3[CH:19]=[CH:20][C:21]([F:24])=[CH:22][CH:23]=3)=[CH:15][CH:16]=2)[N:8]=[C:7]([C:25]([NH:28][CH:29]([CH2:33][C:34]([NH2:36])=[O:35])[C:30]([NH2:32])=[O:31])=[O:26])[CH:6]=1)[CH2:3][OH:4]. (5) Given the reactants [F:1][C:2]1[CH:3]=[C:4]([CH:6]=[CH:7][CH:8]=1)[NH2:5].C(N(C(C)C)C(C)C)C.[C:18]1(=[CH:22][C:23](Cl)=[O:24])[CH2:21][CH2:20][CH2:19]1, predict the reaction product. The product is: [C:18]1(=[CH:22][C:23]([NH:5][C:4]2[CH:6]=[CH:7][CH:8]=[C:2]([F:1])[CH:3]=2)=[O:24])[CH2:21][CH2:20][CH2:19]1. (6) Given the reactants [OH-].[Na+].Cl.[CH3:4][NH2:5].O=C1[NH:12][C:11]2[C:13]([C:17](O)=[O:18])=[CH:14][CH:15]=[CH:16][C:10]=2[C:9](=[O:20])[O:8]1.Cl, predict the reaction product. The product is: [NH2:12][C:11]1[C:13]([C:17](=[O:18])[NH:5][CH3:4])=[CH:14][CH:15]=[CH:16][C:10]=1[C:9]([OH:8])=[O:20]. (7) Given the reactants [CH3:1][C@@H:2]1[N:7]([C:8]2[C:9]3[CH2:24][O:23][CH2:22][CH2:21][C:10]=3[N:11]=[C:12]([C:14]3[CH:20]=[CH:19][C:17]([NH2:18])=[CH:16][CH:15]=3)[N:13]=2)[CH2:6][CH2:5][O:4][CH2:3]1.ClCCl.[CH3:28][S:29](Cl)(=[O:31])=[O:30].NC1C=CC=CC=1, predict the reaction product. The product is: [CH3:1][C@@H:2]1[N:7]([C:8]2[C:9]3[CH2:24][O:23][CH2:22][CH2:21][C:10]=3[N:11]=[C:12]([C:14]3[CH:15]=[CH:16][C:17]([NH:18][S:29]([CH3:28])(=[O:31])=[O:30])=[CH:19][CH:20]=3)[N:13]=2)[CH2:6][CH2:5][O:4][CH2:3]1. (8) Given the reactants [Cl:1][C:2]1[CH:3]=[N:4][CH:5]=[C:6]([Cl:25])[C:7]=1[S:8][C:9]1[S:13][C:12]([C:14]([NH:16][CH2:17][CH2:18][CH2:19][S:20][CH3:21])=[O:15])=[CH:11][C:10]=1[N+:22]([O-:24])=[O:23].C1C=C(Cl)C=C(C(OO)=[O:34])C=1, predict the reaction product. The product is: [Cl:1][C:2]1[CH:3]=[N:4][CH:5]=[C:6]([Cl:25])[C:7]=1[S:8][C:9]1[S:13][C:12]([C:14]([NH:16][CH2:17][CH2:18][CH2:19][S:20]([CH3:21])=[O:34])=[O:15])=[CH:11][C:10]=1[N+:22]([O-:24])=[O:23].